This data is from Forward reaction prediction with 1.9M reactions from USPTO patents (1976-2016). The task is: Predict the product of the given reaction. Given the reactants [N-:1]=[N+:2]=[N-:3].[Na+].[I-].[Na+].Cl[CH2:8][CH:9]([OH:20])[CH:10]([NH:12][C:13](=[O:19])[O:14][C:15]([CH3:18])([CH3:17])[CH3:16])[CH3:11].O, predict the reaction product. The product is: [N:1]([CH2:8][CH:9]([OH:20])[CH:10]([NH:12][C:13](=[O:19])[O:14][C:15]([CH3:18])([CH3:17])[CH3:16])[CH3:11])=[N+:2]=[N-:3].